Dataset: Full USPTO retrosynthesis dataset with 1.9M reactions from patents (1976-2016). Task: Predict the reactants needed to synthesize the given product. (1) Given the product [CH3:26][S:23]([O:22][CH2:21][CH2:20][C:17]1[CH:18]=[C:19]2[C:14](=[CH:15][CH:16]=1)[NH:13][C:12]([CH3:27])=[C:11]2[C:9]([OH:10])=[O:8])(=[O:24])=[O:25], predict the reactants needed to synthesize it. The reactants are: C([O:8][C:9]([C:11]1[C:19]2[C:14](=[CH:15][CH:16]=[C:17]([CH2:20][CH2:21][O:22][S:23]([CH3:26])(=[O:25])=[O:24])[CH:18]=2)[NH:13][C:12]=1[CH3:27])=[O:10])C1C=CC=CC=1. (2) Given the product [CH3:1]/[C:2](/[CH2:7][CH2:8]/[CH:9]=[C:10](\[CH3:17])/[CH2:11][CH2:12][CH:13]=[C:14]([CH3:16])[CH3:15])=[CH:3]\[CH2:4]/[CH:5]=[CH:6]/[C:18]([O:22][CH3:23])=[O:21], predict the reactants needed to synthesize it. The reactants are: [CH3:1]/[C:2](/[CH2:7][CH2:8]/[CH:9]=[C:10](\[CH3:17])/[CH2:11][CH2:12][CH:13]=[C:14]([CH3:16])[CH3:15])=[CH:3]\[CH2:4][CH:5]=[CH2:6].[C:18]([O:22][CH3:23])(=[O:21])C=C.OCP(CO)CO.C(O)(C)C. (3) Given the product [Cl:11][C:12]1[CH:13]=[C:14]([CH:27]=[CH:28][C:29]=1[O:30][CH2:31][C:32]1[CH:37]=[CH:36][CH:35]=[CH:34][N:33]=1)[NH:15][C:16]1[N:17]=[CH:18][C:27]2[C:14](=[CH:13][CH:12]=[CH:29][C:28]=2[O:10][CH2:9][CH2:8][N:1]2[CH2:7][CH2:6][CH2:5][CH2:4][CH2:3][CH2:2]2)[N:15]=1, predict the reactants needed to synthesize it. The reactants are: [N:1]1([CH2:8][CH2:9][OH:10])[CH2:7][CH2:6][CH2:5][CH2:4][CH2:3][CH2:2]1.[Cl:11][C:12]1[CH:13]=[C:14]([CH:27]=[CH:28][C:29]=1[O:30][CH2:31][C:32]1[CH:37]=[CH:36][CH:35]=[CH:34][N:33]=1)[NH:15][C:16]1C2C(=CC=CC=2F)N=[CH:18][N:17]=1. (4) Given the product [NH2:11][C:10]1[N:9]=[CH:8][C:3]2[C:2]([C:12]=1[C:13]([O:15][C:16]([CH3:19])([CH3:18])[CH3:17])=[O:14])=[CH:7][CH:6]=[CH:5][CH:4]=2, predict the reactants needed to synthesize it. The reactants are: I[C:2]1[CH:7]=[CH:6][CH:5]=[CH:4][C:3]=1[CH2:8][NH2:9].[C:10]([CH2:12][C:13]([O:15][C:16]([CH3:19])([CH3:18])[CH3:17])=[O:14])#[N:11].C(N(C(C)C)CC)(C)C.N.